This data is from Catalyst prediction with 721,799 reactions and 888 catalyst types from USPTO. The task is: Predict which catalyst facilitates the given reaction. (1) Reactant: [CH3:1][C:2]1[C:3]([C:11]2[CH:12]=[CH:13][C:14]([NH2:17])=[N:15][CH:16]=2)=[CH:4][C:5]2[O:9][CH:8]=[N:7][C:6]=2[CH:10]=1.[F:18][C:19]1[CH:27]=[CH:26][CH:25]=[CH:24][C:20]=1[C:21](Cl)=[O:22].CCN(C(C)C)C(C)C.C([O-])(O)=O.[Na+].C(Cl)Cl. Product: [CH3:1][C:2]1[C:3]([C:11]2[CH:12]=[CH:13][C:14]([NH:17][C:21]([C:20]3[CH:24]=[CH:25][CH:26]=[CH:27][C:19]=3[F:18])=[O:22])=[N:15][CH:16]=2)=[CH:4][C:5]2[O:9][CH:8]=[N:7][C:6]=2[CH:10]=1. The catalyst class is: 2. (2) Reactant: C(N(CC)CC)C.[N:8]([C:11]1[CH:18]=[CH:17][C:14]([C:15]#[N:16])=[C:13]([C:19]([F:22])([F:21])[F:20])[CH:12]=1)=[C:9]=[S:10].[CH3:23][C:24]1[CH:29]=[CH:28][C:27]([NH:30][C:31]2([C:37]#[N:38])[CH2:36][CH2:35][CH2:34][CH2:33][CH2:32]2)=[CH:26][CH:25]=1.ClCCl.CC(C)=O. Product: [NH:38]=[C:37]1[C:31]2([CH2:36][CH2:35][CH2:34][CH2:33][CH2:32]2)[N:30]([C:27]2[CH:26]=[CH:25][C:24]([CH3:23])=[CH:29][CH:28]=2)[C:9](=[S:10])[N:8]1[C:11]1[CH:18]=[CH:17][C:14]([C:15]#[N:16])=[C:13]([C:19]([F:20])([F:22])[F:21])[CH:12]=1. The catalyst class is: 1. (3) Reactant: [CH:1]1([C:7]([OH:9])=[O:8])[CH2:6][CH2:5][CH2:4][CH2:3][CH2:2]1.C(Cl)Cl.[CH3:13][C:14](=[CH2:16])[CH3:15].C([O-])(O)=O.[Na+]. Product: [C:14]([O:8][C:7]([CH:1]1[CH2:6][CH2:5][CH2:4][CH2:3][CH2:2]1)=[O:9])([CH3:16])([CH3:15])[CH3:13]. The catalyst class is: 6. (4) Reactant: [CH2:1]([C:8]1[C:9]([NH:21][C:22](=[S:30])[CH2:23][C:24]2[CH:29]=[CH:28][CH:27]=[CH:26][CH:25]=2)=[N:10][CH:11]=[C:12]([C:14]2[CH:19]=[CH:18][C:17]([OH:20])=[CH:16][CH:15]=2)[N:13]=1)[C:2]1[CH:7]=[CH:6][CH:5]=[CH:4][CH:3]=1.[C:31](OC(=O)C)(=[O:33])[CH3:32].C(=O)(O)[O-].[Na+].C(OCC)(=O)C. Product: [C:31]([O:20][C:17]1[CH:18]=[CH:19][C:14]([C:12]2[N:13]=[C:8]([CH2:1][C:2]3[CH:3]=[CH:4][CH:5]=[CH:6][CH:7]=3)[C:9]([NH:21][C:22](=[S:30])[CH2:23][C:24]3[CH:29]=[CH:28][CH:27]=[CH:26][CH:25]=3)=[N:10][CH:11]=2)=[CH:15][CH:16]=1)(=[O:33])[CH3:32]. The catalyst class is: 17. (5) Reactant: [OH:1][CH:2]1[CH2:7][CH2:6][N:5]([C:8]([O:10][C:11]([CH3:14])([CH3:13])[CH3:12])=[O:9])[CH2:4][CH2:3]1.C1(P(C2C=CC=CC=2)C2C=CC=CC=2)C=CC=CC=1.N(C(OCC)=O)=NC(OCC)=O.[Cl:46][C:47]1[CH:52]=[CH:51][CH:50]=[C:49]([Cl:53])[C:48]=1O. Product: [Cl:46][C:47]1[CH:52]=[CH:51][CH:50]=[C:49]([Cl:53])[C:48]=1[O:1][CH:2]1[CH2:3][CH2:4][N:5]([C:8]([O:10][C:11]([CH3:14])([CH3:13])[CH3:12])=[O:9])[CH2:6][CH2:7]1. The catalyst class is: 1. (6) Reactant: [CH2:1]([O:3][C:4]([C@@H:6]1[CH2:11][CH2:10][CH2:9][CH2:8][C@@H:7]1[NH:12][CH2:13][CH2:14][C:15]([CH3:18])([CH3:17])[CH3:16])=[O:5])[CH3:2].[CH3:19][S:20]([NH:23][C:24]1[CH:39]=[CH:38][C:27]2[NH:28][C:29]([CH2:34][C:35](O)=[O:36])=[N:30][S:31](=[O:33])(=[O:32])[C:26]=2[CH:25]=1)(=[O:22])=[O:21].C1(N=C=NC2CCCCC2)CCCCC1. Product: [CH2:1]([O:3][C:4]([C@@H:6]1[CH2:11][CH2:10][CH2:9][CH2:8][C@@H:7]1[N:12]([CH2:13][CH2:14][C:15]([CH3:17])([CH3:16])[CH3:18])[C:35](=[O:36])[CH2:34][C:29]1[NH:28][C:27]2[CH:38]=[CH:39][C:24]([NH:23][S:20]([CH3:19])(=[O:22])=[O:21])=[CH:25][C:26]=2[S:31](=[O:32])(=[O:33])[N:30]=1)=[O:5])[CH3:2]. The catalyst class is: 204. (7) The catalyst class is: 37. Reactant: CS[C:3]1[N:4]=[N:5][C:6]([C:22]([NH2:24])=[O:23])=[C:7]([NH:9][C:10]2[CH:15]=[CH:14][CH:13]=[C:12]([C:16]3[N:21]=[CH:20][CH:19]=[CH:18][N:17]=3)[CH:11]=2)[N:8]=1.C1C=C(Cl)C=C(C(OO)=O)C=1.CCN(C(C)C)C(C)C.Cl.Cl.[F:47][C:48]1([F:56])[CH2:53][CH2:52][CH2:51][C@@H:50]([NH2:54])[C@H:49]1[NH2:55].C(O)(C(F)(F)F)=O.Cl. Product: [NH2:55][C@H:49]1[C:48]([F:56])([F:47])[CH2:53][CH2:52][CH2:51][C@H:50]1[NH:54][C:3]1[N:4]=[N:5][C:6]([C:22]([NH2:24])=[O:23])=[C:7]([NH:9][C:10]2[CH:15]=[CH:14][CH:13]=[C:12]([C:16]3[N:21]=[CH:20][CH:19]=[CH:18][N:17]=3)[CH:11]=2)[N:8]=1.